Dataset: Catalyst prediction with 721,799 reactions and 888 catalyst types from USPTO. Task: Predict which catalyst facilitates the given reaction. (1) Reactant: [H-].[Na+].Br[C:4]1[CH:9]=[CH:8][C:7]([N+:10]([O-:12])=[O:11])=[CH:6][C:5]=1[O:13][CH3:14].[CH3:15][C:16]1[N:17]=[CH:18][NH:19][CH:20]=1.O. Product: [CH3:14][O:13][C:5]1[CH:6]=[C:7]([N+:10]([O-:12])=[O:11])[CH:8]=[CH:9][C:4]=1[N:19]1[CH:20]=[C:16]([CH3:15])[N:17]=[CH:18]1. The catalyst class is: 39. (2) The catalyst class is: 6. Reactant: [CH3:1][O:2][C:3]1[N:8]=[C:7]([N:9]2[CH:13]=[C:12]([CH3:14])[N:11]=[CH:10]2)[C:6]([NH2:15])=[CH:5][CH:4]=1.N[C:17](N)=[O:18].C(O)(=O)C. Product: [CH3:1][O:2][C:3]1[CH:4]=[CH:5][C:6]2[NH:15][C:17](=[O:18])[C:13]3[N:9]([CH:10]=[N:11][C:12]=3[CH3:14])[C:7]=2[N:8]=1. (3) Reactant: CCN(C(C)C)C(C)C.[F:10][C:11]1[CH:12]=[C:13]([CH:17]=[C:18]([F:21])[C:19]=1[F:20])[C:14]([OH:16])=O.C1C=CC2N(O)N=NC=2C=1.CCN=C=NCCCN(C)C.Cl.[O:44]=[C:45]([N:62]1[CH2:67][CH2:66][NH:65][CH2:64][CH2:63]1)[CH2:46][NH:47][C:48]([C:50]1[CH:55]=[CH:54][C:53]([C:56]2[CH:61]=[CH:60][CH:59]=[CH:58][CH:57]=2)=[CH:52][CH:51]=1)=[O:49]. Product: [O:44]=[C:45]([N:62]1[CH2:67][CH2:66][N:65]([C:14](=[O:16])[C:13]2[CH:17]=[C:18]([F:21])[C:19]([F:20])=[C:11]([F:10])[CH:12]=2)[CH2:64][CH2:63]1)[CH2:46][NH:47][C:48]([C:50]1[CH:51]=[CH:52][C:53]([C:56]2[CH:61]=[CH:60][CH:59]=[CH:58][CH:57]=2)=[CH:54][CH:55]=1)=[O:49]. The catalyst class is: 18. (4) Reactant: Br[C:2]1[CH:3]=[C:4]2[C:9](=[CH:10][CH:11]=1)[N:8]=[C:7]([C:12]([F:15])([F:14])[F:13])[C:6]([C:16]1[CH:21]=[CH:20][CH:19]=[CH:18][CH:17]=1)=[C:5]2[C:22]([F:25])([F:24])[F:23].C([Mg]Cl)(C)C.[CH3:31][N:32]1[C:36]([C:37]([C:39]2[N:43]([CH3:44])[N:42]=[N:41][CH:40]=2)=[O:38])=[CH:35][N:34]=[N:33]1. The catalyst class is: 1. Product: [CH3:44][N:43]1[C:39]([C:37]([C:36]2[N:32]([CH3:31])[N:33]=[N:34][CH:35]=2)([C:2]2[CH:3]=[C:4]3[C:9](=[CH:10][CH:11]=2)[N:8]=[C:7]([C:12]([F:15])([F:13])[F:14])[C:6]([C:16]2[CH:21]=[CH:20][CH:19]=[CH:18][CH:17]=2)=[C:5]3[C:22]([F:25])([F:24])[F:23])[OH:38])=[CH:40][N:41]=[N:42]1. (5) Reactant: [CH2:1]([CH:3]([CH2:6][CH2:7][CH2:8][CH3:9])[CH:4]=[O:5])[CH3:2].C(Cl)(Cl)Cl.[C:14]([OH:19])(=[O:18])[CH:15](C)O. Product: [CH2:1]([CH:3]([CH:4]1[O:19][C:14](=[O:18])[CH2:15][O:5]1)[CH2:6][CH2:7][CH2:8][CH3:9])[CH3:2]. The catalyst class is: 6.